From a dataset of Human liver microsome stability data. Regression/Classification. Given a drug SMILES string, predict its absorption, distribution, metabolism, or excretion properties. Task type varies by dataset: regression for continuous measurements (e.g., permeability, clearance, half-life) or binary classification for categorical outcomes (e.g., BBB penetration, CYP inhibition). Dataset: hlm. The molecule is O=C(CN1CCC(N2C(=O)OCc3ccccc32)CC1)Nc1ccc(C(=O)c2ccccc2)cc1. The result is 1 (stable in human liver microsomes).